Dataset: HIV replication inhibition screening data with 41,000+ compounds from the AIDS Antiviral Screen. Task: Binary Classification. Given a drug SMILES string, predict its activity (active/inactive) in a high-throughput screening assay against a specified biological target. (1) The molecule is CNC(=O)c1ccccc1CNC(=S)Nc1cccc(C)c1. The result is 0 (inactive). (2) The compound is COC(=O)c1cc(C(=CCl)c2cc(C(=O)OC)c(OC)c(Br)c2C)c(C)c(Br)c1OC. The result is 0 (inactive). (3) The result is 0 (inactive). The molecule is Cc1cc(C=C2C=Cc3ccccc32)ccc1N(C)C. (4) The compound is C[N+]1(C)CC2C3C=CC(C3)C2C1. The result is 0 (inactive). (5) The compound is Cc1nc(C)c2c(n1)Oc1ccc3ccccc3c1C2. The result is 0 (inactive). (6) The drug is O=C(CCC(=O)Nc1ccc(C2=NCCN2)cc1)Nc1ccc(C2=NCCN2)cc1. The result is 0 (inactive). (7) The compound is CCN(CC)C1Oc2cc3c(cc2C(c2cc(OC)c(O)c(OC)c2)C1C)OCO3. The result is 0 (inactive).